Dataset: Full USPTO retrosynthesis dataset with 1.9M reactions from patents (1976-2016). Task: Predict the reactants needed to synthesize the given product. (1) Given the product [CH3:14][Si:13]([CH3:16])([CH3:15])[CH2:12][CH2:11][O:10][C:8](=[O:9])[C:7]1[CH:17]=[CH:18][C:4]([CH2:1][CH2:2][CH2:3][B:24]2[O:25][C:26]([CH3:28])([CH3:27])[C:22]([CH3:29])([CH3:21])[O:23]2)=[C:5]([OH:20])[C:6]=1[CH3:19], predict the reactants needed to synthesize it. The reactants are: [CH2:1]([C:4]1[CH:18]=[CH:17][C:7]([C:8]([O:10][CH2:11][CH2:12][Si:13]([CH3:16])([CH3:15])[CH3:14])=[O:9])=[C:6]([CH3:19])[C:5]=1[OH:20])[CH:2]=[CH2:3].[CH3:21][C:22]1([CH3:29])[C:26]([CH3:28])([CH3:27])[O:25][BH:24][O:23]1. (2) The reactants are: [C:1]([N:11]1[CH2:15][CH2:14][C@H:13]([NH2:16])[CH2:12]1)([O:3][CH2:4][C:5]1[CH:10]=[CH:9][CH:8]=[CH:7][CH:6]=1)=[O:2].Cl[C:18]1[N:27]=[C:26]([C:28]2[C:33]([F:34])=[CH:32][CH:31]=[CH:30][C:29]=2[F:35])[C:25]2[C:20](=[CH:21][CH:22]=[CH:23][CH:24]=2)[N:19]=1.C(OCC)(=O)C. Given the product [CH2:4]([O:3][C:1]([N:11]1[CH2:15][CH2:14][CH:13]([NH:16][C:18]2[N:27]=[C:26]([C:28]3[C:29]([F:35])=[CH:30][CH:31]=[CH:32][C:33]=3[F:34])[C:25]3[C:20](=[CH:21][CH:22]=[CH:23][CH:24]=3)[N:19]=2)[CH2:12]1)=[O:2])[C:5]1[CH:10]=[CH:9][CH:8]=[CH:7][CH:6]=1, predict the reactants needed to synthesize it. (3) Given the product [O:1]=[C:2]([CH2:3][CH3:4])[CH2:5][C:10]([O:9][C:8]([CH3:12])([CH3:13])[CH3:15])=[O:11], predict the reactants needed to synthesize it. The reactants are: [OH:1][C:2](=[C:5]1[C:10](=[O:11])[O:9][C:8]([CH3:13])([CH3:12])OC1=O)[CH2:3][CH3:4].[CH3:15]C(O)(C)C. (4) Given the product [CH3:1][C:2]1[CH:10]=[CH:9][C:5]([C:6]([NH:28][CH2:29][CH2:30][CH3:31])=[O:7])=[CH:4][C:3]=1[B:11]1[O:12][C:13]([CH3:19])([CH3:18])[C:14]([CH3:17])([CH3:16])[O:15]1, predict the reactants needed to synthesize it. The reactants are: [CH3:1][C:2]1[CH:10]=[CH:9][C:5]([C:6](O)=[O:7])=[CH:4][C:3]=1[B:11]1[O:15][C:14]([CH3:17])([CH3:16])[C:13]([CH3:19])([CH3:18])[O:12]1.CN(C(O[N:28]1N=N[C:30]2[CH:31]=CC=C[C:29]1=2)=[N+](C)C)C.F[P-](F)(F)(F)(F)F.CCN(C(C)C)C(C)C.C(N)CC. (5) Given the product [Cl:9][C:4]1[CH:5]=[C:6]([NH2:8])[CH:7]=[C:2]([O:13][CH:10]([CH3:12])[CH3:11])[N:3]=1, predict the reactants needed to synthesize it. The reactants are: Cl[C:2]1[CH:7]=[C:6]([NH2:8])[CH:5]=[C:4]([Cl:9])[N:3]=1.[CH:10]([OH:13])([CH3:12])[CH3:11].[H-].[Na+].